Task: Predict the reaction yield, written as a fraction of the theoretical maximum amount of product (1.0 means a 100% yield; for example, 0.34 means a 34% yield).. Dataset: Reaction yield outcomes from USPTO patents with 853,638 reactions (1) The catalyst is [I-].[K+].CS(C)=O. The yield is 0.940. The reactants are [C:1]([C:3]1[CH:4]=[C:5]([OH:9])[CH:6]=[CH:7][CH:8]=1)#[N:2].C(=O)([O-])[O-].[K+].[K+].Br[CH2:17][CH2:18][F:19]. The product is [F:19][CH2:18][CH2:17][O:9][C:5]1[CH:4]=[C:3]([CH:8]=[CH:7][CH:6]=1)[C:1]#[N:2]. (2) The reactants are [OH-].[K+].[OH:3][C:4]1[C:13]2[C:8](=[CH:9][CH:10]=[CH:11][CH:12]=2)[N:7]([N:14]=CC2C=CC=CC=2)[C:6](=[O:22])[C:5]=1C(OCC)=O. The catalyst is O1CCOCC1. The product is [NH2:14][N:7]1[C:8]2[C:13](=[CH:12][CH:11]=[CH:10][CH:9]=2)[C:4]([OH:3])=[CH:5][C:6]1=[O:22]. The yield is 0.910. (3) The reactants are Cl[C:2]1[CH:7]=[C:6]([Cl:8])[N:5]=[C:4]([NH:9][CH3:10])[N:3]=1.[Cl:11][C:12]1[CH:13]=[CH:14][C:15]([O:21][CH2:22][CH3:23])=[C:16](B(O)O)[CH:17]=1.C(=O)([O-])[O-].[Na+].[Na+].C1(P(C2C=CC=CC=2)C2C=CC=CC=2)C=CC=CC=1. The catalyst is CC(O)C(O)C.O.C([O-])(=O)C.[Pd+2].C([O-])(=O)C. The product is [Cl:8][C:6]1[CH:7]=[C:2]([C:14]2[CH:13]=[C:12]([Cl:11])[CH:17]=[CH:16][C:15]=2[O:21][CH2:22][CH3:23])[N:3]=[C:4]([NH:9][CH3:10])[N:5]=1. The yield is 0.900. (4) The reactants are BrB(Br)Br.[F:5][C:6]1[CH:7]=[C:8]([CH:15]([CH3:19])[C:16]([OH:18])=[O:17])[CH:9]=[C:10]([F:14])[C:11]=1[O:12]C.[CH3:20]O. The catalyst is ClCCl. The product is [F:5][C:6]1[CH:7]=[C:8]([CH:15]([CH3:19])[C:16]([O:18][CH3:20])=[O:17])[CH:9]=[C:10]([F:14])[C:11]=1[OH:12]. The yield is 0.890. (5) The reactants are [CH2:1]([N:3]([CH2:10][CH2:11][OH:12])[C:4]1[CH:9]=[CH:8][CH:7]=[CH:6][CH:5]=1)[CH3:2].[H-].[Na+].Br[CH2:16][C:17]1[CH:30]=[CH:29][C:20]([C:21]([C:23]2[CH:28]=[CH:27][CH:26]=[CH:25][CH:24]=2)=[O:22])=[CH:19][CH:18]=1. No catalyst specified. The product is [CH2:1]([N:3]([C:4]1[CH:5]=[CH:6][CH:7]=[CH:8][CH:9]=1)[CH2:10][CH2:11][O:12][CH2:16][C:17]1[CH:30]=[CH:29][C:20]([C:21]([C:23]2[CH:28]=[CH:27][CH:26]=[CH:25][CH:24]=2)=[O:22])=[CH:19][CH:18]=1)[CH3:2]. The yield is 0.800.